From a dataset of NCI-60 drug combinations with 297,098 pairs across 59 cell lines. Regression. Given two drug SMILES strings and cell line genomic features, predict the synergy score measuring deviation from expected non-interaction effect. (1) Drug 1: CC1=C(C=C(C=C1)NC2=NC=CC(=N2)N(C)C3=CC4=NN(C(=C4C=C3)C)C)S(=O)(=O)N.Cl. Drug 2: CC12CCC3C(C1CCC2O)C(CC4=C3C=CC(=C4)O)CCCCCCCCCS(=O)CCCC(C(F)(F)F)(F)F. Cell line: SF-539. Synergy scores: CSS=13.3, Synergy_ZIP=-2.30, Synergy_Bliss=0.0178, Synergy_Loewe=-0.292, Synergy_HSA=1.19. (2) Drug 1: CC12CCC(CC1=CCC3C2CCC4(C3CC=C4C5=CN=CC=C5)C)O. Drug 2: C1CCC(C(C1)N)N.C(=O)(C(=O)[O-])[O-].[Pt+4]. Cell line: ACHN. Synergy scores: CSS=24.2, Synergy_ZIP=2.91, Synergy_Bliss=3.01, Synergy_Loewe=-10.6, Synergy_HSA=3.25. (3) Drug 1: CC(C)CN1C=NC2=C1C3=CC=CC=C3N=C2N. Drug 2: CCC1(C2=C(COC1=O)C(=O)N3CC4=CC5=C(C=CC(=C5CN(C)C)O)N=C4C3=C2)O.Cl. Cell line: NCI/ADR-RES. Synergy scores: CSS=15.0, Synergy_ZIP=-2.07, Synergy_Bliss=1.91, Synergy_Loewe=-7.70, Synergy_HSA=-3.24. (4) Drug 1: COC1=CC(=CC(=C1O)OC)C2C3C(COC3=O)C(C4=CC5=C(C=C24)OCO5)OC6C(C(C7C(O6)COC(O7)C8=CC=CS8)O)O. Drug 2: C1CCC(C(C1)N)N.C(=O)(C(=O)[O-])[O-].[Pt+4]. Cell line: MALME-3M. Synergy scores: CSS=31.5, Synergy_ZIP=-9.55, Synergy_Bliss=-0.817, Synergy_Loewe=-0.935, Synergy_HSA=2.50. (5) Drug 1: C1=NC2=C(N=C(N=C2N1C3C(C(C(O3)CO)O)O)F)N. Drug 2: C(CC(=O)O)C(=O)CN.Cl. Cell line: SNB-19. Synergy scores: CSS=21.3, Synergy_ZIP=-1.85, Synergy_Bliss=-0.584, Synergy_Loewe=-2.76, Synergy_HSA=1.04.